Task: Predict the reactants needed to synthesize the given product.. Dataset: Full USPTO retrosynthesis dataset with 1.9M reactions from patents (1976-2016) (1) Given the product [CH2:11]([C:13]1[CH:20]=[CH:19][C:16]([CH2:17][NH:10][C:8]2[CH:9]=[C:4]3[CH:3]=[CH:2][NH:1][C:5]3=[N:6][CH:7]=2)=[CH:15][CH:14]=1)[CH3:12], predict the reactants needed to synthesize it. The reactants are: [NH:1]1[C:5]2=[N:6][CH:7]=[C:8]([NH2:10])[CH:9]=[C:4]2[CH:3]=[CH:2]1.[CH2:11]([C:13]1[CH:20]=[CH:19][C:16]([CH:17]=O)=[CH:15][CH:14]=1)[CH3:12].ClCCl.[BH4-].[Na+]. (2) Given the product [S:27]1[C:31]2[CH:32]=[CH:33][CH:34]=[CH:35][C:30]=2[N:29]=[C:28]1[NH:36][C:37]([N:20]1[C:21]2[C:16](=[CH:15][CH:14]=[C:13]([C:10]3[N:9]=[C:8]([C:23]([O:25][CH3:26])=[O:24])[C:7]([C:1]4[CH:2]=[CH:3][CH:4]=[CH:5][CH:6]=4)=[CH:12][CH:11]=3)[CH:22]=2)[CH2:17][CH2:18][CH2:19]1)=[O:38], predict the reactants needed to synthesize it. The reactants are: [C:1]1([C:7]2[C:8]([C:23]([O:25][CH3:26])=[O:24])=[N:9][C:10]([C:13]3[CH:22]=[C:21]4[C:16]([CH2:17][CH2:18][CH2:19][NH:20]4)=[CH:15][CH:14]=3)=[CH:11][CH:12]=2)[CH:6]=[CH:5][CH:4]=[CH:3][CH:2]=1.[S:27]1[C:31]2[CH:32]=[CH:33][CH:34]=[CH:35][C:30]=2[N:29]=[C:28]1[NH:36][C:37](=O)[O:38]C1C=CC([N+]([O-])=O)=CC=1. (3) Given the product [NH2:1][C:4]1[CH:9]=[CH:8][C:7]([S:10][C:11]2[CH:12]=[C:13]([NH:17][S:18]([C:21]3[CH:26]=[CH:25][CH:24]=[CH:23][CH:22]=3)(=[O:20])=[O:19])[CH:14]=[CH:15][CH:16]=2)=[CH:6][C:5]=1[CH2:27][NH:28][CH2:29][CH2:30][CH3:31], predict the reactants needed to synthesize it. The reactants are: [N+:1]([C:4]1[CH:9]=[CH:8][C:7]([S:10][C:11]2[CH:12]=[C:13]([NH:17][S:18]([C:21]3[CH:26]=[CH:25][CH:24]=[CH:23][CH:22]=3)(=[O:20])=[O:19])[CH:14]=[CH:15][CH:16]=2)=[CH:6][C:5]=1[CH2:27][NH:28][CH2:29][CH2:30][CH3:31])([O-])=O. (4) Given the product [CH3:1][O:2][CH:3]([O:16][CH3:15])[CH2:4][C:5]1[N:10]=[C:9]2[CH2:11][O:12][C:13](=[O:14])[C:8]2=[CH:7][CH:6]=1, predict the reactants needed to synthesize it. The reactants are: [CH3:1][O:2][CH:3]=[CH:4][C:5]1[N:10]=[C:9]2[CH2:11][O:12][C:13](=[O:14])[C:8]2=[CH:7][CH:6]=1.[CH3:15][OH:16].